Dataset: Forward reaction prediction with 1.9M reactions from USPTO patents (1976-2016). Task: Predict the product of the given reaction. Given the reactants [Cl:1][C:2]1[C:11]2[C:6](=[CH:7][CH:8]=[CH:9][CH:10]=2)[CH:5]=[CH:4][C:3]=1[O:12][CH2:13][CH:14]([NH2:16])[CH3:15].[O:17]1[CH:21]=[CH:20][CH:19]=[C:18]1[CH:22]=O, predict the reaction product. The product is: [Cl:1][C:2]1[C:11]2[C:6](=[CH:7][CH:8]=[CH:9][CH:10]=2)[CH:5]=[CH:4][C:3]=1[O:12][CH2:13][CH:14]([NH:16][CH2:22][C:18]1[O:17][CH:21]=[CH:20][CH:19]=1)[CH3:15].